This data is from Catalyst prediction with 721,799 reactions and 888 catalyst types from USPTO. The task is: Predict which catalyst facilitates the given reaction. Reactant: [Cl:1][C:2]1[CH:3]=[C:4]([CH:7]=[C:8]([Cl:21])[C:9]=1[NH:10][C:11]1[S:12][C:13]2[N:14]=[CH:15][N:16]=[C:17](Cl)[C:18]=2[N:19]=1)[C:5]#[N:6].[F:22][C:23]([F:32])([F:31])[C:24]1[CH:29]=[CH:28][C:27]([NH2:30])=[CH:26][CH:25]=1.C1(C)C=CC(S(O)(=O)=[O:40])=CC=1. Product: [Cl:1][C:2]1[CH:3]=[C:4]([CH:7]=[C:8]([Cl:21])[C:9]=1[NH:10][C:11]1[S:12][C:13]2[N:14]=[CH:15][N:16]=[C:17]([NH:30][C:27]3[CH:28]=[CH:29][C:24]([C:23]([F:22])([F:31])[F:32])=[CH:25][CH:26]=3)[C:18]=2[N:19]=1)[C:5]#[N:6].[Cl:1][C:2]1[CH:3]=[C:4]([CH:7]=[C:8]([Cl:21])[C:9]=1[NH:10][C:11]1[S:12][C:13]2[N:14]=[CH:15][N:16]=[C:17]([NH:30][C:27]3[CH:26]=[CH:25][C:24]([C:23]([F:31])([F:32])[F:22])=[CH:29][CH:28]=3)[C:18]=2[N:19]=1)[C:5]([NH2:6])=[O:40]. The catalyst class is: 11.